This data is from Catalyst prediction with 721,799 reactions and 888 catalyst types from USPTO. The task is: Predict which catalyst facilitates the given reaction. (1) Reactant: [CH2:1]([O:3][CH:4]([O:32][CH2:33][CH3:34])[C:5]#[C:6][C:7](=[N:12][C:13]([C:26]1[CH:31]=[CH:30][CH:29]=[CH:28][CH:27]=1)([C:20]1[CH:25]=[CH:24][CH:23]=[CH:22][CH:21]=1)[C:14]1[CH:19]=[CH:18][CH:17]=[CH:16][CH:15]=1)[C:8]([F:11])(F)F)[CH3:2].C(=O)([O-])[O-].[Cs+].[Cs+].[CH3:41][C:42]([CH3:46])([CH3:45])[CH2:43][NH2:44]. Product: [C:42]([C:43]1[C:8]([F:11])=[C:7]([NH:12][C:13]([C:26]2[CH:27]=[CH:28][CH:29]=[CH:30][CH:31]=2)([C:20]2[CH:25]=[CH:24][CH:23]=[CH:22][CH:21]=2)[C:14]2[CH:19]=[CH:18][CH:17]=[CH:16][CH:15]=2)[CH:6]=[C:5]([CH:4]([O:3][CH2:1][CH3:2])[O:32][CH2:33][CH3:34])[N:44]=1)([CH3:46])([CH3:45])[CH3:41]. The catalyst class is: 16. (2) Reactant: [C:1]([O:9][C@H:10]1[C:14]([F:16])([F:15])[CH:13](OS(C)(=O)=O)[O:12][C@@H:11]1[CH2:22][O:23][C:24]([C:37]1[CH:42]=[CH:41][CH:40]=[CH:39][CH:38]=1)([C:31]1[CH:36]=[CH:35][CH:34]=[CH:33][CH:32]=1)[C:25]1[CH:30]=[CH:29][CH:28]=[CH:27][CH:26]=1)(=[O:8])[C:2]1[CH:7]=[CH:6][CH:5]=[CH:4][CH:3]=1.[Na+].[I-:44]. Product: [C:1]([O:9][C@H:10]1[C:14]([F:16])([F:15])[CH:13]([I:44])[O:12][C@@H:11]1[CH2:22][O:23][C:24]([C:37]1[CH:42]=[CH:41][CH:40]=[CH:39][CH:38]=1)([C:31]1[CH:36]=[CH:35][CH:34]=[CH:33][CH:32]=1)[C:25]1[CH:30]=[CH:29][CH:28]=[CH:27][CH:26]=1)(=[O:8])[C:2]1[CH:7]=[CH:6][CH:5]=[CH:4][CH:3]=1. The catalyst class is: 21. (3) Reactant: [CH3:1][O:2][C:3]([C@H:5]1[CH2:10][CH2:9][C@H:8]([C:11](=[S:18])[N:12]=[C:13]([N:15](C)C)[CH3:14])[CH2:7][CH2:6]1)=[O:4].N1C=CC=CC=1.NOS(O)(=O)=O. Product: [CH3:1][O:2][C:3]([C@H:5]1[CH2:10][CH2:9][C@H:8]([C:11]2[S:18][N:15]=[C:13]([CH3:14])[N:12]=2)[CH2:7][CH2:6]1)=[O:4]. The catalyst class is: 357. (4) Reactant: C(N(S(F)(F)[F:7])CC)C.[C:10]([O:14][C:15]([N:17]1[CH2:22][CH2:21][CH:20]([CH2:23][CH2:24][CH2:25][C:26]([C:28]2[CH:33]=[CH:32][C:31]([S:34]([CH3:36])=O)=[CH:30][CH:29]=2)=[O:27])[CH2:19][CH2:18]1)=[O:16])([CH3:13])([CH3:12])[CH3:11].O. Product: [C:10]([O:14][C:15]([N:17]1[CH2:22][CH2:21][CH:20]([CH2:23][CH2:24][CH2:25][C:26]([C:28]2[CH:33]=[CH:32][C:31]([S:34][CH2:36][F:7])=[CH:30][CH:29]=2)=[O:27])[CH2:19][CH2:18]1)=[O:16])([CH3:13])([CH3:12])[CH3:11]. The catalyst class is: 91. (5) Reactant: C(O[BH-](OC(=O)C)OC(=O)C)(=O)C.[Na+].[N:15]1([C:21]([O:23][C:24]([CH3:27])([CH3:26])[CH3:25])=[O:22])[CH2:20][CH2:19][NH:18][CH2:17][CH2:16]1.[CH3:28][C:29]1[O:30][CH:31]=[C:32]([CH:34]=O)[N:33]=1. Product: [CH3:28][C:29]1[O:30][CH:31]=[C:32]([CH2:34][N:18]2[CH2:19][CH2:20][N:15]([C:21]([O:23][C:24]([CH3:27])([CH3:26])[CH3:25])=[O:22])[CH2:16][CH2:17]2)[N:33]=1. The catalyst class is: 26. (6) Reactant: [CH3:1][O:2][C:3](=[O:14])[C:4]1[CH:9]=[CH:8][CH:7]=[C:6]([N+:10]([O-])=O)[C:5]=1[OH:13]. Product: [CH3:1][O:2][C:3](=[O:14])[C:4]1[CH:9]=[CH:8][CH:7]=[C:6]([NH2:10])[C:5]=1[OH:13]. The catalyst class is: 43. (7) Reactant: [CH2:1]([N:5]([CH2:23][CH2:24][CH2:25][CH3:26])[C:6]1[CH:11]=[CH:10][C:9]([CH:12]=[CH:13][C:14]2[S:18][C:17]([CH:19]=O)=[CH:16][CH:15]=2)=[C:8]([O:21][CH3:22])[CH:7]=1)[CH2:2][CH2:3][CH3:4].[C:27]([C:29]1[C:30](=[C:37]([C:40]#[N:41])[C:38]#[N:39])[O:31][C:32]([CH3:36])([CH3:35])[C:33]=1[CH3:34])#[N:28].C([O-])(=O)C.[NH4+]. Product: [CH2:23]([N:5]([CH2:1][CH2:2][CH2:3][CH3:4])[C:6]1[CH:11]=[CH:10][C:9]([CH:12]=[CH:13][C:14]2[S:18][C:17]([CH:19]=[CH:34][C:33]3[C:32]([CH3:35])([CH3:36])[O:31][C:30](=[C:37]([C:38]#[N:39])[C:40]#[N:41])[C:29]=3[C:27]#[N:28])=[CH:16][CH:15]=2)=[C:8]([O:21][CH3:22])[CH:7]=1)[CH2:24][CH2:25][CH3:26]. The catalyst class is: 199. (8) Reactant: [NH2:1][C:2]1[CH:3]=[C:4]([C:8]#[C:9][C:10]2[CH:15]=[C:14]([NH:16][C:17](=[O:23])[O:18][C:19]([CH3:22])([CH3:21])[CH3:20])[CH:13]=[CH:12][N:11]=2)[CH:5]=[CH:6][CH:7]=1. Product: [NH2:1][C:2]1[CH:3]=[C:4](/[CH:8]=[CH:9]\[C:10]2[CH:15]=[C:14]([NH:16][C:17](=[O:23])[O:18][C:19]([CH3:21])([CH3:20])[CH3:22])[CH:13]=[CH:12][N:11]=2)[CH:5]=[CH:6][CH:7]=1. The catalyst class is: 19.